Dataset: Forward reaction prediction with 1.9M reactions from USPTO patents (1976-2016). Task: Predict the product of the given reaction. (1) Given the reactants C(OC([N:8]1[CH2:13][CH2:12][N:11]([C:14]([C:16]2[C:24]3[C:19](=[C:20]([CH2:25][C:26]4[CH:31]=[CH:30][CH:29]=[C:28]([F:32])[C:27]=4[CH3:33])[N:21]=[CH:22][CH:23]=3)[N:18]([C:34]3[CH:39]=[CH:38][CH:37]=[CH:36][CH:35]=3)[C:17]=2[CH2:40][C:41]2[CH:46]=[CH:45][CH:44]=[C:43]([F:47])[C:42]=2[CH3:48])=[O:15])[CH2:10][CH2:9]1)=O)(C)(C)C.Cl.Cl.Cl.FC1C(C)=C(C=CC=1)CC1N(C2C=CC=CC=2)C2=C(CC3C=CC=C(F)C=3C)N=CC=C2C=1C(N1CCNCC1)=O, predict the reaction product. The product is: [F:47][C:43]1[C:42]([CH3:48])=[C:41]([CH:46]=[CH:45][CH:44]=1)[CH2:40][C:17]1[N:18]([C:34]2[CH:35]=[CH:36][CH:37]=[CH:38][CH:39]=2)[C:19]2=[C:20]([CH2:25][C:26]3[CH:31]=[CH:30][CH:29]=[C:28]([F:32])[C:27]=3[CH3:33])[N:21]=[CH:22][CH:23]=[C:24]2[C:16]=1[C:14]([N:11]1[CH2:10][CH2:9][NH:8][CH2:13][CH2:12]1)=[O:15]. (2) Given the reactants [Br:1][C:2]1[N:7]=[CH:6][C:5]2[C:8]([C:15]([NH:17][CH:18]3[CH2:23][CH2:22][N:21](C(OC(C)(C)C)=O)[CH2:20][CH2:19]3)=[O:16])=[CH:9][N:10]([CH:11]([CH2:13][CH3:14])[CH3:12])[C:4]=2[CH:3]=1.Cl.ClC(Cl)C.C(N(CC)C(C)C)(C)C.[O:45]1[CH2:48][C:47](=O)[CH2:46]1.C(O[BH-](OC(=O)C)OC(=O)C)(=O)C.[Na+], predict the reaction product. The product is: [Br:1][C:2]1[N:7]=[CH:6][C:5]2[C:8]([C:15]([NH:17][CH:18]3[CH2:23][CH2:22][N:21]([CH:47]4[CH2:48][O:45][CH2:46]4)[CH2:20][CH2:19]3)=[O:16])=[CH:9][N:10]([CH:11]([CH2:13][CH3:14])[CH3:12])[C:4]=2[CH:3]=1. (3) Given the reactants [F:1][C:2]1[C:3]([N:9]=[CH:10][N:11]([CH3:13])[CH3:12])=[N:4][C:5]([OH:8])=[N:6][CH:7]=1.[C:14]1([S:20](Cl)(=[O:22])=[O:21])[CH:19]=[CH:18][CH:17]=[CH:16][CH:15]=1, predict the reaction product. The product is: [C:14]1([S:20]([N:6]2[CH:7]=[C:2]([F:1])[C:3]([N:9]=[CH:10][N:11]([CH3:13])[CH3:12])=[N:4][C:5]2=[O:8])(=[O:22])=[O:21])[CH:19]=[CH:18][CH:17]=[CH:16][CH:15]=1. (4) Given the reactants [S:1]([NH:5][C:6]1[CH:13]=[CH:12][CH:11]=[C:10]([S:14][CH3:15])[C:7]=1[C:8]#[N:9])(=[O:4])(=[O:3])[NH2:2].C1C=C(Cl)C=C(C(OO)=[O:24])C=1, predict the reaction product. The product is: [S:1]([NH:5][C:6]1[CH:13]=[CH:12][CH:11]=[C:10]([S:14]([CH3:15])=[O:24])[C:7]=1[C:8]#[N:9])(=[O:3])(=[O:4])[NH2:2]. (5) Given the reactants [OH:1][CH:2]([CH:4]([CH2:8][CH2:9][CH2:10][C:11]1[CH:16]=[CH:15][CH:14]=[CH:13][CH:12]=1)[C:5]([OH:7])=O)[CH3:3].ON1C2C=CC=C[C:21]=2N=N1.CN1CCOCC1.Cl.CN(C)CCCN=C=NCC.[NH2:46][CH:47]([C:49]1[C:50](=[O:64])[NH:51][C:52]([CH2:55][C:56]2[CH:61]=[CH:60][C:59](OC)=[CH:58][CH:57]=2)=[N:53][N:54]=1)[CH3:48], predict the reaction product. The product is: [OH:1][CH:2]([CH:4]([CH2:8][CH2:9][CH2:10][C:11]1[CH:16]=[CH:15][CH:14]=[CH:13][CH:12]=1)[C:5]([NH:46][CH:47]([C:49]1[C:50](=[O:64])[NH:51][C:52]([CH2:55][C:56]2[CH:61]=[CH:60][C:59]([CH3:21])=[CH:58][CH:57]=2)=[N:53][N:54]=1)[CH3:48])=[O:7])[CH3:3].